This data is from Forward reaction prediction with 1.9M reactions from USPTO patents (1976-2016). The task is: Predict the product of the given reaction. (1) Given the reactants [CH3:1][C:2]1[NH:3][C:4]2[C:9]([CH:10]=1)=[C:8]([C:11]([F:14])([F:13])[F:12])[C:7]([C:15]#[N:16])=[CH:6][CH:5]=2.[Cl:17][C:18]1[S:22][N:21]=[C:20]([CH2:23]Cl)[N:19]=1, predict the reaction product. The product is: [Cl:17][C:18]1[S:22][N:21]=[C:20]([CH2:23][N:3]2[C:4]3[C:9](=[C:8]([C:11]([F:12])([F:14])[F:13])[C:7]([C:15]#[N:16])=[CH:6][CH:5]=3)[CH:10]=[C:2]2[CH3:1])[N:19]=1. (2) Given the reactants [Cl:1][C:2]1[N:3]=[C:4]([N:13]2[CH2:18][CH2:17][O:16][CH2:15][CH2:14]2)[C:5]2[S:10][C:9]([CH2:11]O)=[CH:8][C:6]=2[N:7]=1.P(Br)(Br)[Br:20], predict the reaction product. The product is: [Br:20][CH2:11][C:9]1[S:10][C:5]2[C:4]([N:13]3[CH2:18][CH2:17][O:16][CH2:15][CH2:14]3)=[N:3][C:2]([Cl:1])=[N:7][C:6]=2[CH:8]=1. (3) Given the reactants [I:1][C:2]1[CH:6]=[CH:5][N:4]([C:7]([CH3:16])([CH3:15])[C:8]([O:10]C(C)(C)C)=[O:9])[N:3]=1, predict the reaction product. The product is: [I:1][C:2]1[CH:6]=[CH:5][N:4]([C:7]([CH3:16])([CH3:15])[C:8]([OH:10])=[O:9])[N:3]=1. (4) Given the reactants [OH:1][C:2]1[CH:3]=[N:4][CH:5]=[CH:6][CH:7]=1.[Cl:8][CH2:9][CH2:10][CH2:11]Cl.BrCCCBr.ClCCCI.[H-].[Na+].[N:25]1[CH:30]=[CH:29][CH:28]=[C:27]([O:31][CH2:32][CH2:33][CH2:34][NH:35][CH3:36])[CH:26]=1.CN, predict the reaction product. The product is: [N:25]1[CH:30]=[CH:29][CH:28]=[C:27]([O:31][CH2:32][CH2:33][CH2:34][NH:35][CH3:36])[CH:26]=1.[Cl:8][CH2:9][CH2:10][CH2:11][O:1][C:2]1[CH:3]=[N:4][CH:5]=[CH:6][CH:7]=1. (5) Given the reactants [Cl:1][C:2]1[CH:7]=[CH:6][C:5]([C:8](=[O:30])[CH2:9][NH:10][C:11]([C:13]2[CH:29]=[CH:28][C:16]3[N:17]=[C:18]([C:20]4[C:25]([Cl:26])=[CH:24][CH:23]=[CH:22][C:21]=4[Cl:27])[NH:19][C:15]=3[CH:14]=2)=O)=[CH:4][CH:3]=1.CC[N+](S(N=C(OC)[O-])(=O)=O)(CC)CC, predict the reaction product. The product is: [Cl:1][C:2]1[CH:7]=[CH:6][C:5]([C:8]2[O:30][C:11]([C:13]3[CH:29]=[CH:28][C:16]4[N:17]=[C:18]([C:20]5[C:25]([Cl:26])=[CH:24][CH:23]=[CH:22][C:21]=5[Cl:27])[NH:19][C:15]=4[CH:14]=3)=[N:10][CH:9]=2)=[CH:4][CH:3]=1. (6) The product is: [CH3:15][O:14][C:4]1[CH:3]=[C:2]([NH:26][C:23]2[N:24]=[CH:25][N:21]([CH2:20][C:19]3[CH:27]=[C:28]([F:31])[C:29]([F:30])=[C:17]([F:16])[CH:18]=3)[N:22]=2)[CH:7]=[CH:6][C:5]=1[N:8]1[CH:12]=[C:11]([CH3:13])[N:10]=[CH:9]1. Given the reactants Br[C:2]1[CH:7]=[CH:6][C:5]([N:8]2[CH:12]=[C:11]([CH3:13])[N:10]=[CH:9]2)=[C:4]([O:14][CH3:15])[CH:3]=1.[F:16][C:17]1[CH:18]=[C:19]([CH:27]=[C:28]([F:31])[C:29]=1[F:30])[CH2:20][N:21]1[CH:25]=[N:24][C:23]([NH2:26])=[N:22]1, predict the reaction product. (7) Given the reactants [CH3:1][NH:2][CH2:3][C:4]([O:6][C@H:7]([CH3:44])[CH2:8][N:9]1[C:13]([CH3:14])=[C:12]([C:15](=[O:36])[NH:16][C:17]2[CH:22]=[CH:21][C:20]([O:23][C:24]3[C:33]4[C:28](=[CH:29][C:30]([O:34][CH3:35])=[CH:31][CH:32]=4)[N:27]=[CH:26][CH:25]=3)=[CH:19][N:18]=2)[C:11](=[O:37])[N:10]1[C:38]1[CH:43]=[CH:42][CH:41]=[CH:40][CH:39]=1)=[O:5].[ClH:45], predict the reaction product. The product is: [ClH:45].[CH3:1][NH:2][CH2:3][C:4]([O:6][C@H:7]([CH3:44])[CH2:8][N:9]1[C:13]([CH3:14])=[C:12]([C:15](=[O:36])[NH:16][C:17]2[CH:22]=[CH:21][C:20]([O:23][C:24]3[C:33]4[C:28](=[CH:29][C:30]([O:34][CH3:35])=[CH:31][CH:32]=4)[N:27]=[CH:26][CH:25]=3)=[CH:19][N:18]=2)[C:11](=[O:37])[N:10]1[C:38]1[CH:39]=[CH:40][CH:41]=[CH:42][CH:43]=1)=[O:5].